Dataset: Peptide-MHC class II binding affinity with 134,281 pairs from IEDB. Task: Regression. Given a peptide amino acid sequence and an MHC pseudo amino acid sequence, predict their binding affinity value. This is MHC class II binding data. (1) The peptide sequence is DRPFQLFEFYAREPDV. The MHC is DRB1_0901 with pseudo-sequence DRB1_0901. The binding affinity (normalized) is 0.497. (2) The binding affinity (normalized) is 0.447. The peptide sequence is MNIKLQMPLYVAGYK. The MHC is DRB1_1602 with pseudo-sequence DRB1_1602. (3) The binding affinity (normalized) is 0.178. The peptide sequence is FIVFLLLAGRSCSYK. The MHC is DRB3_0101 with pseudo-sequence DRB3_0101. (4) The peptide sequence is CLMMMLPATLAFHLT. The MHC is DRB1_0802 with pseudo-sequence DRB1_0802. The binding affinity (normalized) is 0.845.